This data is from Catalyst prediction with 721,799 reactions and 888 catalyst types from USPTO. The task is: Predict which catalyst facilitates the given reaction. (1) Reactant: [Cl:1][C:2]1[C:3]([C:9]([OH:11])=O)=[N:4][CH:5]=[C:6]([F:8])[CH:7]=1.C(Cl)(=O)C([Cl:15])=O.CN(C)C=O. Product: [Cl:1][C:2]1[C:3]([C:9]([Cl:15])=[O:11])=[N:4][CH:5]=[C:6]([F:8])[CH:7]=1. The catalyst class is: 4. (2) Reactant: [CH3:1][C:2]([C:7]1[CH:12]=[CH:11][CH:10]=[CH:9][CH:8]=1)([CH2:5][OH:6])[CH2:3][OH:4].[H-].[Na+].[F:15][C:16]([F:30])([F:29])[C:17]1[CH:18]=[C:19]([CH:22]=[C:23]([C:25]([F:28])([F:27])[F:26])[CH:24]=1)[CH2:20]Br. Product: [F:15][C:16]([F:29])([F:30])[C:17]1[CH:18]=[C:19]([CH:22]=[C:23]([C:25]([F:28])([F:26])[F:27])[CH:24]=1)[CH2:20][O:4][CH2:3][C:2]([CH3:1])([C:7]1[CH:12]=[CH:11][CH:10]=[CH:9][CH:8]=1)[CH2:5][OH:6]. The catalyst class is: 3. (3) Reactant: [Br:1][C:2]1[CH:7]=[CH:6][C:5]([C:8]2[N:12]=[N:11][N:10]([CH3:13])[C:9]=2C(O)=O)=[CH:4][CH:3]=1.[F:17][C:18]([F:29])([F:28])[C:19]1[CH:20]=[C:21]([C@H:25]([OH:27])[CH3:26])[CH:22]=[CH:23][CH:24]=1.C([N:32]([CH2:35]C)CC)C.C1C=CC(P(N=[N+]=[N-])(C2C=CC=CC=2)=[O:44])=CC=1. Product: [F:17][C:18]([F:28])([F:29])[C:19]1[CH:20]=[C:21]([C@H:25]([O:27][C:35](=[O:44])[NH:32][C:9]2[N:10]([CH3:13])[N:11]=[N:12][C:8]=2[C:5]2[CH:4]=[CH:3][C:2]([Br:1])=[CH:7][CH:6]=2)[CH3:26])[CH:22]=[CH:23][CH:24]=1. The catalyst class is: 11. (4) Reactant: [CH:1]1(Br)[CH2:3][CH2:2]1.C([Li])CCC.[CH2:10]([O:17][C:18]([N:20]1[CH2:24][CH2:23][CH:22]([C:25](=[O:30])NCOC)[CH2:21]1)=[O:19])[C:11]1[CH:16]=[CH:15][CH:14]=[CH:13][CH:12]=1. Product: [CH2:10]([O:17][C:18]([N:20]1[CH2:24][CH2:23][CH:22]([C:25]([CH:1]2[CH2:3][CH2:2]2)=[O:30])[CH2:21]1)=[O:19])[C:11]1[CH:12]=[CH:13][CH:14]=[CH:15][CH:16]=1. The catalyst class is: 54. (5) Reactant: [F:1][C:2]1[CH:10]=[C:9]2[C:5]([C:6]([C:20]3[CH:21]=[C:22]([NH2:27])[C:23]([NH2:26])=[CH:24][CH:25]=3)=[CH:7][N:8]2S(C2C=CC=CC=2)(=O)=O)=[CH:4][CH:3]=1.[C:28]([CH2:30][C:31](O)=O)#[N:29].CN(C(ON1N=NC2C=CC=NC1=2)=[N+](C)C)C.F[P-](F)(F)(F)(F)F. Product: [F:1][C:2]1[CH:10]=[C:9]2[C:5]([C:6]([C:20]3[CH:25]=[CH:24][C:23]4[NH:26][C:31]([CH2:30][C:28]#[N:29])=[N:27][C:22]=4[CH:21]=3)=[CH:7][NH:8]2)=[CH:4][CH:3]=1. The catalyst class is: 2.